From a dataset of Reaction yield outcomes from USPTO patents with 853,638 reactions. Predict the reaction yield, written as a fraction of the theoretical maximum amount of product (1.0 means a 100% yield; for example, 0.34 means a 34% yield). (1) The reactants are [C:1]([Cl:6])(=O)[C:2](Cl)=[O:3].OC1C(=O)[N:10]([CH2:21][CH2:22][O:23][CH3:24])[S:11](=[O:20])(=[O:19])[C:12]=1[C:13]1[CH:18]=[CH:17][CH:16]=[CH:15][CH:14]=1. The catalyst is C(Cl)Cl. The product is [Cl:6][C:1]1[C:2](=[O:3])[N:10]([CH2:21][CH2:22][O:23][CH3:24])[S:11](=[O:19])(=[O:20])[C:12]=1[C:13]1[CH:18]=[CH:17][CH:16]=[CH:15][CH:14]=1. The yield is 0.920. (2) The reactants are [CH:1]1[CH:6]=[C:5]2[C:7]([O:9][C:10]([C:12]3=[CH:13][CH:14]=[CH:15][C:3](=[C:4]23)[CH:2]=1)=[O:11])=[O:8].[H][H]. The catalyst is [Pd].C(OCC)(=O)C. The product is [CH:12]12[C:10](=[O:11])[O:9][C:7](=[O:8])[C:5]3=[C:4]1[C:3](=[CH:2][CH:1]=[CH:6]3)[CH2:15][CH2:14][CH2:13]2. The yield is 0.800. (3) The reactants are [O:1]=[C:2]1[C:10]2[C:5](=[CH:6][C:7]([CH:11]=[N:12][OH:13])=[CH:8][CH:9]=2)[CH2:4][O:3]1.ClN1[C:19](=[O:20])[CH2:18][CH2:17]C1=O.C(O)C#C.C(N(CC)CC)C. The catalyst is C1COCC1.N1C=CC=CC=1. The product is [OH:20][CH2:19][C:18]1[O:13][N:12]=[C:11]([C:7]2[CH:6]=[C:5]3[C:10](=[CH:9][CH:8]=2)[C:2](=[O:1])[O:3][CH2:4]3)[CH:17]=1. The yield is 0.560.